Predict the reactants needed to synthesize the given product. From a dataset of Full USPTO retrosynthesis dataset with 1.9M reactions from patents (1976-2016). Given the product [O:1]1[CH2:5][CH2:4][CH:3]([CH:6]2[CH2:11][C:10](=[O:12])[CH2:9][CH2:8][O:7]2)[CH2:2]1, predict the reactants needed to synthesize it. The reactants are: [O:1]1[CH2:5][CH2:4][CH:3]([CH:6]2[CH2:11][CH:10]([OH:12])[CH2:9][CH2:8][O:7]2)[CH2:2]1.C1C=C[NH+]=CC=1.[O-][Cr](Cl)(=O)=O.